This data is from Reaction yield outcomes from USPTO patents with 853,638 reactions. The task is: Predict the reaction yield, written as a fraction of the theoretical maximum amount of product (1.0 means a 100% yield; for example, 0.34 means a 34% yield). (1) The catalyst is CN(C=O)C. The reactants are [Cl:1][C:2]1[N:7]=[C:6]([N:8]2[CH2:13][CH2:12][O:11][CH2:10][C@H:9]2[CH3:14])[CH:5]=[C:4]([CH2:15]I)[N:3]=1.[CH3:17][S-:18].[Na+]. The product is [Cl:1][C:2]1[N:7]=[C:6]([N:8]2[CH2:13][CH2:12][O:11][CH2:10][C@H:9]2[CH3:14])[CH:5]=[C:4]([CH2:15][S:18][CH3:17])[N:3]=1. The yield is 0.960. (2) The reactants are [OH-].[Na+].[Br:3][C:4]1[CH:5]=[CH:6][C:7]2[N:8]([CH2:18][CH:19]([OH:24])[C:20]([O:22]C)=[O:21])[C:9]3[C:14]([C:15]=2[CH:16]=1)=[CH:13][C:12]([Br:17])=[CH:11][CH:10]=3. The catalyst is CCO. The product is [Br:17][C:12]1[CH:11]=[CH:10][C:9]2[N:8]([CH2:18][CH:19]([OH:24])[C:20]([OH:22])=[O:21])[C:7]3[C:15]([C:14]=2[CH:13]=1)=[CH:16][C:4]([Br:3])=[CH:5][CH:6]=3. The yield is 0.990. (3) The reactants are [Cl:1][C:2]1[CH:3]=[C:4]([C:9]2[S:10][CH:11]=[C:12]([C:15]([CH3:17])=O)[C:13]=2[OH:14])[CH:5]=[CH:6][C:7]=1[Cl:8].[N:18]1[CH:23]=[CH:22][CH:21]=[C:20]([NH:24][C:25]([C:27]2[S:28][C:29]([C:32]([NH:34][NH2:35])=[O:33])=[CH:30][CH:31]=2)=[O:26])[CH:19]=1. The catalyst is CS(C)=O. The product is [N:18]1[CH:23]=[CH:22][CH:21]=[C:20]([NH:24][C:25]([C:27]2[S:28][C:29]([C:32]([NH:34][N:35]=[C:15]([C:12]3[C:13]([OH:14])=[C:9]([C:4]4[CH:5]=[CH:6][C:7]([Cl:8])=[C:2]([Cl:1])[CH:3]=4)[S:10][CH:11]=3)[CH3:17])=[O:33])=[CH:30][CH:31]=2)=[O:26])[CH:19]=1. The yield is 0.940.